This data is from Retrosynthesis with 50K atom-mapped reactions and 10 reaction types from USPTO. The task is: Predict the reactants needed to synthesize the given product. (1) The reactants are: C1CCOC1.CC(C)(C)OC(=O)N1[C@@H](CC2CCCCC2)[C@H](C=O)OC1(C)C. Given the product CC/C=C\[C@H]1OC(C)(C)N(C(=O)OC(C)(C)C)[C@H]1CC1CCCCC1, predict the reactants needed to synthesize it. (2) Given the product COc1cccc(CCN(C(=O)Cc2ccc(Br)cc2)c2ccccc2)c1, predict the reactants needed to synthesize it. The reactants are: COc1cccc(CCNc2ccccc2)c1.O=C(Cl)Cc1ccc(Br)cc1. (3) Given the product CN(C[C@@H](O)c1ccc(F)cc1)S(=O)(=O)c1csc2c1CCC/C2=N/O, predict the reactants needed to synthesize it. The reactants are: CN(C[C@@H](O)c1ccc(F)cc1)S(=O)(=O)c1csc2c1CCCC2=O.NO. (4) Given the product C#Cc1ccc(-c2nc(C(=O)OC)c(Cl)c(N)c2F)cc1, predict the reactants needed to synthesize it. The reactants are: COC(=O)c1nc(-c2ccc(C#C[Si](C)(C)C)cc2)c(F)c(N)c1Cl. (5) Given the product COc1cc(C(=O)Nc2ccc(C(=O)O)c(F)c2)cc2c1CCN2S(=O)(=O)c1cccc(C(F)(F)F)c1, predict the reactants needed to synthesize it. The reactants are: CCOC(=O)c1ccc(NC(=O)c2cc(OC)c3c(c2)N(S(=O)(=O)c2cccc(C(F)(F)F)c2)CC3)cc1F. (6) Given the product O=C(O)C(F)(F)F, predict the reactants needed to synthesize it. The reactants are: CC(C)(C)OC(=O)N1CCC(=Cc2cccc(Oc3ccc(Br)cn3)c2)CC1. (7) Given the product O=C(O)CCC(=O)c1c(F)cccc1F, predict the reactants needed to synthesize it. The reactants are: CC(C)(C)OC(=O)CCC(=O)c1c(F)cccc1F.